Dataset: Full USPTO retrosynthesis dataset with 1.9M reactions from patents (1976-2016). Task: Predict the reactants needed to synthesize the given product. (1) Given the product [OH2:10].[OH2:31].[O-:31][N+:1]1([CH2:7][CH2:8][CH2:9][O:10][N:11]=[C:12]([Cl:22])[C:13]2[CH:18]=[CH:17][CH:16]=[C:15]([N+:19]([O-:21])=[O:20])[CH:14]=2)[CH2:6][CH2:5][CH2:4][CH2:3][CH2:2]1, predict the reactants needed to synthesize it. The reactants are: [N:1]1([CH2:7][CH2:8][CH2:9][O:10][N:11]=[C:12]([Cl:22])[C:13]2[CH:18]=[CH:17][CH:16]=[C:15]([N+:19]([O-:21])=[O:20])[CH:14]=2)[CH2:6][CH2:5][CH2:4][CH2:3][CH2:2]1.ClC1C=CC=C(C(OO)=[O:31])C=1. (2) Given the product [Cl:19][C:11]1[N:10]=[C:9]([C:4]2[CH:5]=[CH:6][C:7]([Cl:8])=[C:2]([Cl:1])[CH:3]=2)[CH:14]=[C:13]([CH3:15])[N:12]=1, predict the reactants needed to synthesize it. The reactants are: [Cl:1][C:2]1[CH:3]=[C:4]([C:9]2[CH:14]=[C:13]([CH3:15])[NH:12][C:11](=O)[N:10]=2)[CH:5]=[CH:6][C:7]=1[Cl:8].O=P(Cl)(Cl)[Cl:19]. (3) Given the product [ClH:28].[ClH:28].[F:1][C:2]1[CH:3]=[C:4]([C:9]2[CH:10]=[C:11]([CH2:20][N:21]3[CH2:26][CH2:25][N:24]([CH3:27])[CH2:23][CH2:22]3)[C:12](=[O:19])[N:13]([CH2:15][CH:16]([CH3:17])[CH3:18])[N:14]=2)[CH:5]=[CH:6][C:7]=1[CH3:8], predict the reactants needed to synthesize it. The reactants are: [F:1][C:2]1[CH:3]=[C:4]([C:9]2[CH:10]=[C:11]([CH2:20][N:21]3[CH2:26][CH2:25][N:24]([CH3:27])[CH2:23][CH2:22]3)[C:12](=[O:19])[N:13]([CH2:15][CH:16]([CH3:18])[CH3:17])[N:14]=2)[CH:5]=[CH:6][C:7]=1[CH3:8].[ClH:28].